Dataset: NCI-60 drug combinations with 297,098 pairs across 59 cell lines. Task: Regression. Given two drug SMILES strings and cell line genomic features, predict the synergy score measuring deviation from expected non-interaction effect. (1) Drug 1: C1CC(=O)NC(=O)C1N2C(=O)C3=CC=CC=C3C2=O. Drug 2: CN(C(=O)NC(C=O)C(C(C(CO)O)O)O)N=O. Cell line: MDA-MB-231. Synergy scores: CSS=-10.8, Synergy_ZIP=-3.46, Synergy_Bliss=-20.3, Synergy_Loewe=-30.2, Synergy_HSA=-35.8. (2) Drug 1: C1CCN(CC1)CCOC2=CC=C(C=C2)C(=O)C3=C(SC4=C3C=CC(=C4)O)C5=CC=C(C=C5)O. Drug 2: C1=NC2=C(N=C(N=C2N1C3C(C(C(O3)CO)O)O)F)N. Cell line: MCF7. Synergy scores: CSS=10.8, Synergy_ZIP=3.63, Synergy_Bliss=-1.03, Synergy_Loewe=-11.0, Synergy_HSA=-5.85. (3) Drug 1: CC1=C(C=C(C=C1)NC2=NC=CC(=N2)N(C)C3=CC4=NN(C(=C4C=C3)C)C)S(=O)(=O)N.Cl. Drug 2: CC1C(C(=O)NC(C(=O)N2CCCC2C(=O)N(CC(=O)N(C(C(=O)O1)C(C)C)C)C)C(C)C)NC(=O)C3=C4C(=C(C=C3)C)OC5=C(C(=O)C(=C(C5=N4)C(=O)NC6C(OC(=O)C(N(C(=O)CN(C(=O)C7CCCN7C(=O)C(NC6=O)C(C)C)C)C)C(C)C)C)N)C. Cell line: COLO 205. Synergy scores: CSS=26.9, Synergy_ZIP=31.5, Synergy_Bliss=32.6, Synergy_Loewe=26.1, Synergy_HSA=24.8. (4) Drug 1: CN1C2=C(C=C(C=C2)N(CCCl)CCCl)N=C1CCCC(=O)O.Cl. Drug 2: CN(C(=O)NC(C=O)C(C(C(CO)O)O)O)N=O. Cell line: RXF 393. Synergy scores: CSS=-1.77, Synergy_ZIP=0.807, Synergy_Bliss=0.556, Synergy_Loewe=-4.08, Synergy_HSA=-2.07.